From a dataset of Catalyst prediction with 721,799 reactions and 888 catalyst types from USPTO. Predict which catalyst facilitates the given reaction. Reactant: [CH2:1]([S:3]([N:6]1[CH2:11][CH2:10][C:9]([CH2:14][CH:15]2[CH2:20][CH2:19][O:18][CH2:17][CH2:16]2)([C:12]#[N:13])[CH2:8][CH2:7]1)(=[O:5])=[O:4])[CH3:2].N.O. Product: [CH2:1]([S:3]([N:6]1[CH2:11][CH2:10][C:9]([CH2:12][NH2:13])([CH2:14][CH:15]2[CH2:20][CH2:19][O:18][CH2:17][CH2:16]2)[CH2:8][CH2:7]1)(=[O:5])=[O:4])[CH3:2]. The catalyst class is: 94.